From a dataset of Catalyst prediction with 721,799 reactions and 888 catalyst types from USPTO. Predict which catalyst facilitates the given reaction. Reactant: [F:1][C:2]1[CH:3]=[C:4]([CH:8]=[CH:9][C:10]=1[F:11])[CH2:5][CH2:6][Br:7].[C:12]1([P:18]([C:25]2[CH:30]=[CH:29][CH:28]=[CH:27][CH:26]=2)[C:19]2[CH:24]=[CH:23][CH:22]=[CH:21][CH:20]=2)[CH:17]=[CH:16][CH:15]=[CH:14][CH:13]=1. Product: [Br-:7].[F:1][C:2]1[CH:3]=[C:4]([CH2:5][CH2:6][P+:18]([C:19]2[CH:20]=[CH:21][CH:22]=[CH:23][CH:24]=2)([C:25]2[CH:30]=[CH:29][CH:28]=[CH:27][CH:26]=2)[C:12]2[CH:13]=[CH:14][CH:15]=[CH:16][CH:17]=2)[CH:8]=[CH:9][C:10]=1[F:11]. The catalyst class is: 11.